Task: Predict the reaction yield, written as a fraction of the theoretical maximum amount of product (1.0 means a 100% yield; for example, 0.34 means a 34% yield).. Dataset: Reaction yield outcomes from USPTO patents with 853,638 reactions (1) The reactants are [CH3:1][CH:2]([C:4]1[CH:9]=[CH:8][C:7]([C:10]2[C:18]3[C:13](=[CH:14][CH:15]=[C:16]([C:19]#[N:20])[CH:17]=3)[N:12](C3CCCCO3)[N:11]=2)=[CH:6][CH:5]=1)[CH3:3].[N:27]([Sn](CCCC)(CCCC)CCCC)=[N+:28]=[N-:29].O1CCOCC1.Cl. The catalyst is C1(C)C=CC=CC=1.[OH-].[Na+]. The product is [CH3:1][CH:2]([C:4]1[CH:5]=[CH:6][C:7]([C:10]2[C:18]3[C:13](=[CH:14][CH:15]=[C:16]([C:19]4[N:20]=[N:27][NH:28][N:29]=4)[CH:17]=3)[NH:12][N:11]=2)=[CH:8][CH:9]=1)[CH3:3]. The yield is 0.800. (2) The reactants are Cl[C:2]1[C:3]([CH:8]2[CH2:11][N:10]([C:12]([O:14][C:15]([CH3:18])([CH3:17])[CH3:16])=[O:13])[CH2:9]2)=[N:4][CH:5]=[CH:6][N:7]=1.C([O-])([O-])=O.[Na+].[Na+].CC1(C)C(C)(C)OB([C:33]2[CH2:34][CH2:35][O:36][CH2:37][CH:38]=2)O1. The catalyst is O1CCOCC1.O.C1C=CC(P(C2C=CC=CC=2)[C-]2C=CC=C2)=CC=1.C1C=CC(P(C2C=CC=CC=2)[C-]2C=CC=C2)=CC=1.Cl[Pd]Cl.[Fe+2]. The product is [C:15]([O:14][C:12]([N:10]1[CH2:11][CH:8]([C:3]2[C:2]([C:33]3[CH2:38][CH2:37][O:36][CH2:35][CH:34]=3)=[N:7][CH:6]=[CH:5][N:4]=2)[CH2:9]1)=[O:13])([CH3:18])([CH3:17])[CH3:16]. The yield is 0.800. (3) The reactants are [OH:1][C:2]([C:34]1[S:35][CH:36]=[CH:37][CH:38]=1)([C:29]1[S:30][CH:31]=[CH:32][CH:33]=1)[C:3]([O:5][C@H:6]1[CH2:11][CH2:10][C@H:9]([N:12]([CH2:14][CH2:15][CH2:16][N:17]2[C:21]3[CH:22]=[CH:23][C:24]([CH:26]=O)=[CH:25][C:20]=3[NH:19][C:18]2=[O:28])[CH3:13])[CH2:8][CH2:7]1)=[O:4].C(O)(=O)C.[NH2:43][CH2:44][C@@H:45]([C:54]1[CH:63]=[CH:62][C:61]([OH:64])=[C:60]2[C:55]=1[CH:56]=[CH:57][C:58](=[O:65])[NH:59]2)[O:46][Si:47]([C:50]([CH3:53])([CH3:52])[CH3:51])([CH3:49])[CH3:48].C(N(C(C)C)CC)(C)C.C(O[BH-](OC(=O)C)OC(=O)C)(=O)C.[Na+]. The catalyst is CO.C1COCC1. The product is [OH:1][C:2]([C:29]1[S:30][CH:31]=[CH:32][CH:33]=1)([C:34]1[S:35][CH:36]=[CH:37][CH:38]=1)[C:3]([O:5][C@H:6]1[CH2:11][CH2:10][C@H:9]([N:12]([CH2:14][CH2:15][CH2:16][N:17]2[C:21]3[CH:22]=[CH:23][C:24]([CH2:26][NH:43][CH2:44][C@H:45]([O:46][Si:47]([C:50]([CH3:53])([CH3:52])[CH3:51])([CH3:49])[CH3:48])[C:54]4[CH:63]=[CH:62][C:61]([OH:64])=[C:60]5[C:55]=4[CH:56]=[CH:57][C:58](=[O:65])[NH:59]5)=[CH:25][C:20]=3[NH:19][C:18]2=[O:28])[CH3:13])[CH2:8][CH2:7]1)=[O:4]. The yield is 0.710. (4) The reactants are Br[C:2]1[CH:3]=[C:4]([O:18][C:19]2[CH:24]=[CH:23][CH:22]=[CH:21][CH:20]=2)[C:5]([NH:8][C:9]2[S:10][C:11]3[C:16]([N:17]=2)=[CH:15][CH:14]=[CH:13][N:12]=3)=[N:6][CH:7]=1.[SH:25][CH2:26][CH2:27][C:28]([O:30][CH3:31])=[O:29].C(N(C(C)C)C(C)C)C. No catalyst specified. The product is [O:18]([C:4]1[CH:3]=[C:2]([S:25][CH2:26][CH2:27][C:28]([O:30][CH3:31])=[O:29])[CH:7]=[N:6][C:5]=1[NH:8][C:9]1[S:10][C:11]2[C:16]([N:17]=1)=[CH:15][CH:14]=[CH:13][N:12]=2)[C:19]1[CH:24]=[CH:23][CH:22]=[CH:21][CH:20]=1. The yield is 0.750. (5) The reactants are [CH3:1][O:2][N:3]([CH3:16])[C:4]([CH:6]1[C:15]2[C:10](=[CH:11][CH:12]=[CH:13][CH:14]=2)[NH:9][CH2:8][CH2:7]1)=[O:5].C(N(CC)CC)C.[C:24]1([CH3:34])[CH:29]=[CH:28][C:27]([S:30](Cl)(=[O:32])=[O:31])=[CH:26][CH:25]=1. The catalyst is ClCCCl. The product is [CH3:1][O:2][N:3]([CH3:16])[C:4]([CH:6]1[C:15]2[C:10](=[CH:11][CH:12]=[CH:13][CH:14]=2)[N:9]([S:30]([C:27]2[CH:28]=[CH:29][C:24]([CH3:34])=[CH:25][CH:26]=2)(=[O:32])=[O:31])[CH2:8][CH2:7]1)=[O:5]. The yield is 0.900. (6) The reactants are C(NCC)C.C(O)(C)(C)C.[N+:11]([C:14]1[CH:15]=[C:16]([C:20](=[O:22])[CH3:21])[CH:17]=[CH:18][CH:19]=1)([O-:13])=[O:12].Br[CH2:24][C:25]([C:27]1[CH:32]=[CH:31][CH:30]=[C:29]([N+:33]([O-:35])=[O:34])[CH:28]=1)=[O:26].[Cl-].[Na+]. The catalyst is C1C=CC=CC=1.O.[Cl-].[Zn+2].[Cl-].CO. The product is [N+:11]([C:14]1[CH:15]=[C:16]([C:20](=[O:22])[CH2:21][CH2:24][C:25]([C:27]2[CH:32]=[CH:31][CH:30]=[C:29]([N+:33]([O-:35])=[O:34])[CH:28]=2)=[O:26])[CH:17]=[CH:18][CH:19]=1)([O-:13])=[O:12]. The yield is 0.900. (7) The reactants are Cl[C:2]1[N:7]=[C:6]([O:8][CH3:9])[CH:5]=[CH:4][N:3]=1.[C:10]([Si:12]([CH3:15])([CH3:14])[CH3:13])#[CH:11].C(N(CC)CC)C. The catalyst is [Cu]I.Cl[Pd](Cl)([P](C1C=CC=CC=1)(C1C=CC=CC=1)C1C=CC=CC=1)[P](C1C=CC=CC=1)(C1C=CC=CC=1)C1C=CC=CC=1.O1CCCC1. The product is [CH3:9][O:8][C:6]1[CH:5]=[CH:4][N:3]=[C:2]([C:11]#[C:10][Si:12]([CH3:15])([CH3:14])[CH3:13])[N:7]=1. The yield is 0.770.